Dataset: Full USPTO retrosynthesis dataset with 1.9M reactions from patents (1976-2016). Task: Predict the reactants needed to synthesize the given product. (1) Given the product [NH:2]=[C:1]1[C:3]2([CH2:8][CH2:7][N:6]([C:9]([O:11][C:12]([CH3:15])([CH3:14])[CH3:13])=[O:10])[CH2:5][CH2:4]2)[N:16]([C:17]2[CH:18]=[CH:19][C:20]([I:23])=[CH:21][CH:22]=2)[C:26](=[O:27])[NH:28]1, predict the reactants needed to synthesize it. The reactants are: [C:1]([C:3]1([NH:16][C:17]2[CH:22]=[CH:21][C:20]([I:23])=[CH:19][CH:18]=2)[CH2:8][CH2:7][N:6]([C:9]([O:11][C:12]([CH3:15])([CH3:14])[CH3:13])=[O:10])[CH2:5][CH2:4]1)#[N:2].ClC(Cl)(Cl)[C:26]([N:28]=C=O)=[O:27].C(N(CC)CC)C.CO. (2) Given the product [C:1]([N:5]1[CH2:26][CH2:25][CH2:24][CH2:23][C:8]2[C:9]([Br:35])=[C:10]3[C:19]4[CH:18]=[C:17]([Br:20])[C:16]([O:21][CH3:22])=[CH:15][C:14]=4[CH2:13][CH2:12][N:11]3[C:7]=2[C:6]1=[O:27])([CH3:4])([CH3:2])[CH3:3], predict the reactants needed to synthesize it. The reactants are: [C:1]([N:5]1[CH2:26][CH2:25][CH2:24][CH2:23][C:8]2[CH:9]=[C:10]3[C:19]4[CH:18]=[C:17]([Br:20])[C:16]([O:21][CH3:22])=[CH:15][C:14]=4[CH2:13][CH2:12][N:11]3[C:7]=2[C:6]1=[O:27])([CH3:4])([CH3:3])[CH3:2].C1C(=O)N([Br:35])C(=O)C1. (3) Given the product [CH2:1]([O:9][C:10]1[CH:11]=[C:12]([CH:15]=[CH:16][C:17]=1[N+:18]([O-:20])=[O:19])[CH:13]=[O:14])[C:2]1[CH:7]=[CH:6][CH:5]=[CH:4][CH:3]=1, predict the reactants needed to synthesize it. The reactants are: [CH2:1](Br)[C:2]1[CH:7]=[CH:6][CH:5]=[CH:4][CH:3]=1.[OH:9][C:10]1[CH:11]=[C:12]([CH:15]=[CH:16][C:17]=1[N+:18]([O-:20])=[O:19])[CH:13]=[O:14].C([O-])([O-])=O.[K+].[K+].